From a dataset of hERG Central: cardiac toxicity at 1µM, 10µM, and general inhibition. Predict hERG channel inhibition at various concentrations. (1) The compound is O=S(=O)(c1ccccc1)N1CCN(c2ccnc3cc(Cl)ccc23)CC1. Results: hERG_inhib (hERG inhibition (general)): blocker. (2) The compound is CC1CCN(CC(O)COCCOc2ccc(Br)cc2)CC1.Cl. Results: hERG_inhib (hERG inhibition (general)): blocker. (3) The compound is O=C(NC1CCN(Cc2ccccc2)CC1)c1ccccc1OCc1ccccc1Cl. Results: hERG_inhib (hERG inhibition (general)): blocker.